From a dataset of Reaction yield outcomes from USPTO patents with 853,638 reactions. Predict the reaction yield, written as a fraction of the theoretical maximum amount of product (1.0 means a 100% yield; for example, 0.34 means a 34% yield). (1) The yield is 0.790. The catalyst is CS(C)=O.O. The reactants are C1(O[C:8](=[O:19])[NH:9][C:10]2[C:14]3[CH:15]=[CH:16][CH:17]=[CH:18][C:13]=3[O:12][N:11]=2)C=CC=CC=1.[C:20]([O:24][C:25]([N:27]1[CH2:32][CH2:31][NH:30][CH2:29][CH2:28]1)=[O:26])([CH3:23])([CH3:22])[CH3:21]. The product is [C:20]([O:24][C:25]([N:27]1[CH2:32][CH2:31][N:30]([C:8](=[O:19])[NH:9][C:10]2[C:14]3[CH:15]=[CH:16][CH:17]=[CH:18][C:13]=3[O:12][N:11]=2)[CH2:29][CH2:28]1)=[O:26])([CH3:23])([CH3:21])[CH3:22]. (2) The reactants are COC(=O)[NH:4][CH2:5][C@H:6]([CH2:11][C:12](=[O:14])N)[CH2:7][CH:8]([CH3:10])[CH3:9].[OH-:16].[Na+]. The catalyst is Cl. The product is [CH3:9][CH:8]([CH2:7][C@H:6]([CH2:5][NH2:4])[CH2:11][C:12]([OH:14])=[O:16])[CH3:10]. The yield is 0.215. (3) The reactants are [F:1][C:2]1[C:3]([S:14]([CH3:17])(=[O:16])=[O:15])=[CH:4][C:5]([N+:11]([O-:13])=[O:12])=[C:6]([CH:10]=1)[C:7]([OH:9])=[O:8].C(O[C:22]([CH3:25])([CH3:24])[CH3:23])(=O)C.Cl(O)(=O)(=O)=O. The catalyst is CC#N. The product is [F:1][C:2]1[C:3]([S:14]([CH3:17])(=[O:16])=[O:15])=[CH:4][C:5]([N+:11]([O-:13])=[O:12])=[C:6]([CH:10]=1)[C:7]([O:9][C:22]([CH3:25])([CH3:24])[CH3:23])=[O:8]. The yield is 0.570. (4) The reactants are [NH2:1][C:2]1[CH:10]=[CH:9][CH:8]=[C:7]([Cl:11])[C:3]=1[C:4]([OH:6])=O.O=S(Cl)Cl.[NH2:16][C:17]1(N)[CH2:22][CH:21]=[CH:20][CH:19]=[C:18]1[C:23]1[CH:28]=[CH:27][CH:26]=[CH:25][CH:24]=1.C(Cl)(Cl)Cl. The catalyst is C1C=CC=CC=1. The product is [NH2:1][C:2]1[CH:10]=[CH:9][CH:8]=[C:7]([Cl:11])[C:3]=1[C:4]([NH:16][C:17]1[CH:22]=[CH:21][CH:20]=[CH:19][C:18]=1[C:23]1[CH:24]=[CH:25][CH:26]=[CH:27][CH:28]=1)=[O:6]. The yield is 0.570. (5) The reactants are [Br:1][C:2]1[CH:7]=[CH:6][C:5]([N+:8]([O-:10])=[O:9])=[C:4](F)[CH:3]=1.[CH3:12][CH:13]([S-:15])[CH3:14].[Na+].O.C(#N)C. The catalyst is C(Cl)Cl. The product is [Br:1][C:2]1[CH:7]=[CH:6][C:5]([N+:8]([O-:10])=[O:9])=[C:4]([S:15][CH:13]([CH3:14])[CH3:12])[CH:3]=1. The yield is 0.320. (6) The reactants are Cl.[Cl:2][C:3]1[N:4]=[N:5][C:6]([NH:9][NH2:10])=[CH:7][CH:8]=1.[CH3:11][C:12]1[CH:13]=[CH:14][C:15]([C:18](=O)[CH2:19][C:20](=O)[C:21]([O:23][CH2:24][CH3:25])=[O:22])=[N:16][CH:17]=1.[OH-].[Na+]. The catalyst is C(O)C. The product is [Cl:2][C:3]1[N:4]=[N:5][C:6]([N:9]2[C:18]([C:15]3[CH:14]=[CH:13][C:12]([CH3:11])=[CH:17][N:16]=3)=[CH:19][C:20]([C:21]([O:23][CH2:24][CH3:25])=[O:22])=[N:10]2)=[CH:7][CH:8]=1. The yield is 0.550.